Task: Predict the reaction yield, written as a fraction of the theoretical maximum amount of product (1.0 means a 100% yield; for example, 0.34 means a 34% yield).. Dataset: Reaction yield outcomes from USPTO patents with 853,638 reactions (1) The reactants are [Br:1][C:2]1[N:3]=[C:4]([C:20]#[C:21][CH3:22])[S:5][C:6]=1[C:7]1[N:11]=[CH:10][N:9]([CH2:12][O:13][CH2:14][CH2:15][Si:16]([CH3:19])([CH3:18])[CH3:17])[N:8]=1.[I-].[NH2:24][N+:25]1[CH:30]=[CH:29][CH:28]=[CH:27][CH:26]=1.C(=O)([O-])[O-].[K+].[K+].CN(C)C=O. No catalyst specified. The product is [Br:1][C:2]1[N:3]=[C:4]([C:20]2[C:21]([CH3:22])=[N:24][N:25]3[CH:30]=[CH:29][CH:28]=[CH:27][C:26]=23)[S:5][C:6]=1[C:7]1[N:11]=[CH:10][N:9]([CH2:12][O:13][CH2:14][CH2:15][Si:16]([CH3:19])([CH3:18])[CH3:17])[N:8]=1. The yield is 0.648. (2) The reactants are [O:1]=[C:2]1[O:8][C@H:7]([C@H:9]([CH2:11][OH:12])[OH:10])[C:5]([OH:6])=[C:3]1[OH:4].CCOC(C)=O.CO. The catalyst is O.[Pd]. The product is [CH2:11]([OH:12])[CH:9]([OH:10])[CH:7]1[O:8][C:2](=[O:1])[CH:3]([OH:4])[CH:5]1[OH:6]. The yield is 0.710. (3) The reactants are Br[C:2]1[CH:23]=[C:22]2[C:5]([CH2:6][C:7]3([C:15]42[N:19]=[C:18]([NH2:20])[C:17]([CH3:21])=[N:16]4)[CH2:12][CH2:11][C:10]([F:14])([F:13])[CH2:9][CH2:8]3)=[CH:4][CH:3]=1.[C:24]([C:27]1[CH:28]=[C:29](B(O)O)[CH:30]=[N:31][CH:32]=1)#[C:25][CH3:26]. No catalyst specified. The product is [F:14][C:10]1([F:13])[CH2:9][CH2:8][C:7]2([C:15]3([N:19]=[C:18]([NH2:20])[C:17]([CH3:21])=[N:16]3)[C:22]3[C:5](=[CH:4][CH:3]=[C:2]([C:29]4[CH:30]=[N:31][CH:32]=[C:27]([C:24]#[C:25][CH3:26])[CH:28]=4)[CH:23]=3)[CH2:6]2)[CH2:12][CH2:11]1. The yield is 0.240.